Task: Binary Classification. Given a drug SMILES string, predict its activity (active/inactive) in a high-throughput screening assay against a specified biological target.. Dataset: HIV replication inhibition screening data with 41,000+ compounds from the AIDS Antiviral Screen (1) The compound is O=C(Nc1cc(C(=O)Nc2cc(C(=O)Nc3cc(C(=O)Nc4ccc(C5=NCCN5)cc4)cc(C4=NCCN4)c3)cc(C3=NCCN3)c2)cc(C2=NCCN2)c1)c1ccc(C(=O)Nc2cc(C(=O)Nc3cc(C(=O)Nc4cc(C(=O)Nc5ccc(C6=NCCN6)cc5)cc(C5=NCCN5)c4)cc(C4=NCCN4)c3)cc(C3=NCCN3)c2)cc1. The result is 1 (active). (2) The compound is N=S(=O)(c1ccccc1)c1ccccc1. The result is 0 (inactive). (3) The result is 0 (inactive). The compound is COc1ccc2c3c(cnc2c1)P(C)(=O)CC3. (4) The compound is COc1ccc(CNc2nc3cc(C(F)(F)F)ccc3nc2C(=O)O)cc1OC. The result is 0 (inactive). (5) The molecule is O=S(=O)(O)c1cc(N=Nc2cc(S(=O)(=O)O)c3cccnc3c2O)ccc1C=Cc1ccc(N=Nc2cc(S(=O)(=O)O)c3cccnc3c2O)cc1S(=O)(=O)O.[MgH2].[NaH]. The result is 1 (active).